From a dataset of Full USPTO retrosynthesis dataset with 1.9M reactions from patents (1976-2016). Predict the reactants needed to synthesize the given product. (1) Given the product [OH:2][C:3]1[CH:4]=[C:5]([NH:14][C:15](=[O:25])[C:16]2[CH:21]=[CH:20][C:19]([OH:22])=[C:18]([OH:24])[CH:17]=2)[CH:6]=[CH:7][C:8]=1[NH:9][S:10]([CH3:13])(=[O:12])=[O:11], predict the reactants needed to synthesize it. The reactants are: C[O:2][C:3]1[CH:4]=[C:5]([NH:14][C:15](=[O:25])[C:16]2[CH:21]=[CH:20][C:19]3[O:22]C[O:24][C:18]=3[CH:17]=2)[CH:6]=[CH:7][C:8]=1[NH:9][S:10]([CH3:13])(=[O:12])=[O:11].B(Br)(Br)Br. (2) Given the product [CH3:1][N:2]([CH2:4][C:5]1[CH:12]=[CH:11][C:8](/[CH:9]=[N:19]/[C:20]2[CH:28]=[C:27]([F:29])[CH:26]=[C:25]3[C:21]=2[CH2:22][O:23][C:24]3=[O:30])=[CH:7][CH:6]=1)[CH3:3], predict the reactants needed to synthesize it. The reactants are: [CH3:1][N:2]([CH2:4][C:5]1[CH:12]=[CH:11][C:8]([CH:9]=O)=[CH:7][CH:6]=1)[CH3:3].S([O-])([O-])(=O)=O.[Mg+2].[NH2:19][C:20]1[CH:28]=[C:27]([F:29])[CH:26]=[C:25]2[C:21]=1[CH2:22][O:23][C:24]2=[O:30]. (3) Given the product [F:1][C:2]1[CH:7]=[C:6]([CH3:8])[C:5]([S:9]([CH2:10][C:11]([F:14])([F:12])[F:13])=[O:26])=[CH:4][C:3]=1[N:15]1[CH:20]=[CH:19][C:18](=[O:21])[NH:17][C:16]1=[O:22], predict the reactants needed to synthesize it. The reactants are: [F:1][C:2]1[CH:7]=[C:6]([CH3:8])[C:5]([S:9][CH2:10][C:11]([F:14])([F:13])[F:12])=[CH:4][C:3]=1[N:15]1[CH:20]=[CH:19][C:18](=[O:21])[NH:17][C:16]1=[O:22].OO.S(=O)(O)[O-:26].[Na+].ClCCl. (4) Given the product [O:5]=[C:4]([C:6]1[CH:11]=[CH:10][CH:9]=[CH:8][CH:7]=1)[CH2:3][NH:2][S:13]([CH3:12])(=[O:15])=[O:14], predict the reactants needed to synthesize it. The reactants are: Cl.[NH2:2][CH2:3][C:4]([C:6]1[CH:11]=[CH:10][CH:9]=[CH:8][CH:7]=1)=[O:5].[CH3:12][S:13](Cl)(=[O:15])=[O:14]. (5) Given the product [CH3:19][C:2]1[CH:11]=[C:10]([C:12]([O:14][CH3:15])=[O:13])[C:9]([N+:16]([O-:18])=[O:17])=[CH:8][C:3]=1[C:4]([O:6][CH3:7])=[O:5], predict the reactants needed to synthesize it. The reactants are: Br[C:2]1[CH:11]=[C:10]([C:12]([O:14][CH3:15])=[O:13])[C:9]([N+:16]([O-:18])=[O:17])=[CH:8][C:3]=1[C:4]([O:6][CH3:7])=[O:5].[C:19](=O)([O-])[O-].[Cs+].[Cs+].CB1OB(C)OB(C)O1. (6) The reactants are: [CH2:1]([O:3][C:4]([C:6]1([CH2:18][O:19]C)[CH2:10][CH2:9][N:8]([CH2:11][C:12]2[CH:17]=[CH:16][CH:15]=[CH:14][CH:13]=2)[CH2:7]1)=O)C.[H-].[Al+3].[Li+].[H-].[H-].[H-]. Given the product [CH2:11]([N:8]1[CH2:9][CH2:10][C:6]([CH2:18][OH:19])([CH2:4][O:3][CH3:1])[CH2:7]1)[C:12]1[CH:13]=[CH:14][CH:15]=[CH:16][CH:17]=1, predict the reactants needed to synthesize it. (7) Given the product [Cl:1][C:2]1[C:11]2[C:6](=[CH:7][C:8]([NH2:12])=[CH:9][CH:10]=2)[C:5]([Cl:15])=[N:4][N:3]=1, predict the reactants needed to synthesize it. The reactants are: [Cl:1][C:2]1[C:11]2[C:6](=[CH:7][C:8]([N+:12]([O-])=O)=[CH:9][CH:10]=2)[C:5]([Cl:15])=[N:4][N:3]=1.[NH4+].[Cl-]. (8) Given the product [CH3:15][C:14]([NH:13][C@@H:10]([C:9]([NH:8][CH2:1][C:2]1[CH:3]=[CH:4][CH:5]=[CH:6][CH:7]=1)=[O:17])[CH2:11][O:12][CH3:18])=[O:16], predict the reactants needed to synthesize it. The reactants are: [CH2:1]([NH:8][C:9](=[O:17])[C@H:10]([NH:13][C:14](=[O:16])[CH3:15])[CH2:11][OH:12])[C:2]1[CH:7]=[CH:6][CH:5]=[CH:4][CH:3]=1.[CH3:18]I.